From a dataset of CYP1A2 inhibition data for predicting drug metabolism from PubChem BioAssay. Regression/Classification. Given a drug SMILES string, predict its absorption, distribution, metabolism, or excretion properties. Task type varies by dataset: regression for continuous measurements (e.g., permeability, clearance, half-life) or binary classification for categorical outcomes (e.g., BBB penetration, CYP inhibition). Dataset: cyp1a2_veith. The drug is COC(=O)N1CCC2(CC1)CCN(c1ccncc1)CC2. The result is 0 (non-inhibitor).